Predict the reaction yield, written as a fraction of the theoretical maximum amount of product (1.0 means a 100% yield; for example, 0.34 means a 34% yield). From a dataset of Reaction yield outcomes from USPTO patents with 853,638 reactions. (1) The reactants are BrC1C(F)=CC([N+]([O-])=O)=C2C=1N=C(Cl)C=C2.Cl.Br[C:19]1[C:20]([F:33])=[CH:21][C:22]([N+:30]([O-])=O)=[C:23]2[C:28]=1[NH:27][C:26](=[O:29])[CH:25]=[CH:24]2.C([O-])=O.[NH4+]. The catalyst is O.C(O)C.C(O)(=O)C. The product is [NH2:30][C:22]1[CH:21]=[C:20]([F:33])[CH:19]=[C:28]2[C:23]=1[CH:24]=[CH:25][C:26](=[O:29])[NH:27]2. The yield is 0.470. (2) The reactants are [CH2:1]([O:3][C:4](=[O:29])[CH2:5][C:6]1[CH:11]=[CH:10][C:9]([C:12]2[O:13][C:14]([CH3:28])=[C:15]([CH2:17][O:18][C:19]3[CH:23]=[C:22]([C:24](OC)=[O:25])[O:21][N:20]=3)[N:16]=2)=[CH:8][CH:7]=1)[CH3:2].[BH4-].[Na+].O. The catalyst is CO. The product is [OH:25][CH2:24][C:22]1[O:21][N:20]=[C:19]([O:18][CH2:17][C:15]2[N:16]=[C:12]([C:9]3[CH:10]=[CH:11][C:6]([CH2:5][C:4]([O:3][CH2:1][CH3:2])=[O:29])=[CH:7][CH:8]=3)[O:13][C:14]=2[CH3:28])[CH:23]=1. The yield is 0.460. (3) The reactants are [Cl:1][C:2]1[CH:7]=[CH:6][C:5]([C:8]2[CH:9]=[N:10][CH:11]=[C:12]3[C:17]=2[N:16]=[C:15]([C:18]([OH:20])=O)[CH:14]=[CH:13]3)=[CH:4][CH:3]=1.C(N(CC)C(C)C)(C)C.F[P-](F)(F)(F)(F)F.N1(OC(N(C)C)=[N+](C)C)[C:41]2[N:42]=C[CH:44]=[CH:45][C:40]=2[N:39]=N1.NC1(C#N)CC1. The catalyst is CN(C)C=O. The product is [Cl:1][C:2]1[CH:3]=[CH:4][C:5]([C:8]2[CH:9]=[N:10][CH:11]=[C:12]3[C:17]=2[N:16]=[C:15]([C:18]([NH:39][C:40]2([C:41]#[N:42])[CH2:44][CH2:45]2)=[O:20])[CH:14]=[CH:13]3)=[CH:6][CH:7]=1. The yield is 0.300. (4) The yield is 0.400. The product is [CH2:9]([N:5]1[CH:6]=[C:2]([CH3:1])[N:3]=[CH:4]1)[CH:8]=[CH2:7]. The reactants are [CH3:1][C:2]1[N:3]=[CH:4][NH:5][CH:6]=1.[CH2:7](Br)[CH:8]=[CH2:9].C(N(CC)C(C)C)(C)C. The catalyst is CN(C=O)C. (5) The reactants are I[C:2]1[C:12]([CH3:13])=[CH:11][CH:10]=[CH:9][C:3]=1[C:4]([O:6][CH2:7][CH3:8])=[O:5].C([Sn](CCCC)(CCCC)[C:19]1[O:20][CH:21]=[CH:22][N:23]=1)CCC. The catalyst is COCCOC.[Cu]I.C1C=CC([P]([Pd]([P](C2C=CC=CC=2)(C2C=CC=CC=2)C2C=CC=CC=2)([P](C2C=CC=CC=2)(C2C=CC=CC=2)C2C=CC=CC=2)[P](C2C=CC=CC=2)(C2C=CC=CC=2)C2C=CC=CC=2)(C2C=CC=CC=2)C2C=CC=CC=2)=CC=1. The product is [CH3:13][C:12]1[C:2]([C:19]2[O:20][CH:21]=[CH:22][N:23]=2)=[C:3]([CH:9]=[CH:10][CH:11]=1)[C:4]([O:6][CH2:7][CH3:8])=[O:5]. The yield is 0.670.